Predict the product of the given reaction. From a dataset of Forward reaction prediction with 1.9M reactions from USPTO patents (1976-2016). (1) Given the reactants C[N:2](C)[CH:3]=[C:4]([C:10](=[O:19])[C:11]1[CH:16]=[C:15]([I:17])[CH:14]=[CH:13][C:12]=1F)[C:5]([O:7][CH2:8][CH3:9])=[O:6].Cl.[CH3:22][O:23]N.C(=O)([O-])[O-].[K+].[K+].O, predict the reaction product. The product is: [CH3:22][O:23][N:2]1[C:12]2[C:11](=[CH:16][C:15]([I:17])=[CH:14][CH:13]=2)[C:10](=[O:19])[C:4]([C:5]([O:7][CH2:8][CH3:9])=[O:6])=[CH:3]1. (2) The product is: [Cl:19][C:3]1[CH:4]=[C:5]([NH:12][C:13]2[N:17]=[C:16]([NH2:18])[NH:15][N:14]=2)[CH:6]=[C:7]([C:8]([F:11])([F:10])[F:9])[C:2]=1[C:59]1[CH:58]=[CH:57][CH:56]=[C:55]([S:52]([N:51]2[CH2:47][CH2:50][CH2:23][CH2:22]2)(=[O:53])=[O:54])[CH:60]=1. Given the reactants Br[C:2]1[C:7]([C:8]([F:11])([F:10])[F:9])=[CH:6][C:5]([NH:12][C:13]2[N:17]=[C:16]([NH2:18])[NH:15][N:14]=2)=[CH:4][C:3]=1[Cl:19].CN1C(C)(C)CC(SC2C=CC(B3OC(C)(C)C(C)(C)O3)=CC=2)[CH2:23][C:22]1(C)C.[C:47]([NH:51][S:52]([C:55]1[CH:60]=[C:59](B2OC(C)(C)C(C)(C)O2)[CH:58]=[CH:57][C:56]=1OC(F)(F)F)(=[O:54])=[O:53])([CH3:50])(C)C.C([O-])([O-])=O.[K+].[K+], predict the reaction product.